Predict the product of the given reaction. From a dataset of Forward reaction prediction with 1.9M reactions from USPTO patents (1976-2016). (1) Given the reactants [CH3:1][C:2]1[C:10]([CH3:11])=[CH:9][CH:8]=[CH:7][C:3]=1[C:4]([OH:6])=O.[N:12]1[CH:17]=[CH:16][CH:15]=[C:14]([C:18]2([CH2:23][NH2:24])[CH2:22][CH2:21][CH2:20][CH2:19]2)[CH:13]=1, predict the reaction product. The product is: [CH3:1][C:2]1[C:10]([CH3:11])=[CH:9][CH:8]=[CH:7][C:3]=1[C:4]([NH:24][CH2:23][C:18]1([C:14]2[CH:13]=[N:12][CH:17]=[CH:16][CH:15]=2)[CH2:22][CH2:21][CH2:20][CH2:19]1)=[O:6]. (2) Given the reactants [F:1][C:2]1[CH:3]=[C:4]([C:25]([O:27]CC)=O)[C:5]2[C:6](=O)[CH:7]([C:18]3[CH:23]=[CH:22][CH:21]=[CH:20][CH:19]=3)[CH:8]([C:12]3[N:13]([CH3:17])[CH:14]=[CH:15][N:16]=3)[NH:9][C:10]=2[CH:11]=1.O.[NH2:31][NH2:32], predict the reaction product. The product is: [F:1][C:2]1[CH:11]=[C:10]2[NH:9][CH:8]([C:12]3[N:13]([CH3:17])[CH:14]=[CH:15][N:16]=3)[CH:7]([C:18]3[CH:19]=[CH:20][CH:21]=[CH:22][CH:23]=3)[C:6]3=[N:31][NH:32][C:25](=[O:27])[C:4]([CH:3]=1)=[C:5]23. (3) Given the reactants [NH2:1][C:2]1[CH:7]=[C:6]([S:8]([CH:11]([CH3:13])[CH3:12])(=[O:10])=[O:9])[CH:5]=[CH:4][C:3]=1[NH:14][CH2:15][CH2:16][N:17]1[CH2:21][CH2:20][CH2:19][CH2:18]1.[C:22]([CH2:26][C:27](Cl)=O)([CH3:25])([CH3:24])[CH3:23].[OH-].[Na+].C(O)C, predict the reaction product. The product is: [CH3:23][C:22]([CH3:25])([CH3:24])[CH2:26][C:27]1[N:14]([CH2:15][CH2:16][N:17]2[CH2:21][CH2:20][CH2:19][CH2:18]2)[C:3]2[CH:4]=[CH:5][C:6]([S:8]([CH:11]([CH3:12])[CH3:13])(=[O:9])=[O:10])=[CH:7][C:2]=2[N:1]=1. (4) Given the reactants C([O:8][C:9]1[CH:10]=[C:11]([CH:23]=[CH:24][C:25]=1[O:26][CH3:27])[CH2:12][NH:13][C:14]1[C:19]([Cl:20])=[C:18]([CH3:21])[N:17]=[C:16]([CH3:22])[N:15]=1)C1C=CC=CC=1.Cl, predict the reaction product. The product is: [Cl:20][C:19]1[C:14]([NH:13][CH2:12][C:11]2[CH:23]=[CH:24][C:25]([O:26][CH3:27])=[C:9]([OH:8])[CH:10]=2)=[N:15][C:16]([CH3:22])=[N:17][C:18]=1[CH3:21].